Dataset: Forward reaction prediction with 1.9M reactions from USPTO patents (1976-2016). Task: Predict the product of the given reaction. (1) The product is: [CH3:3][CH:2]([O:4][C:5]1[CH:10]=[C:9]([C:21]2[CH:44]=[CH:43][C:24]3[N:25]=[C:26]([NH:28][C:29]4[CH:34]=[CH:33][N:32]=[C:31]([NH:35][C@H:36]5[CH2:37][CH2:38][C@H:39]([OH:42])[CH2:40][CH2:41]5)[N:30]=4)[S:27][C:23]=3[CH:22]=2)[CH:8]=[N:7][CH:6]=1)[CH3:1]. Given the reactants [CH3:1][CH:2]([O:4][C:5]1[CH:6]=[N:7][CH:8]=[C:9](B2OC(C)(C)C(C)(C)O2)[CH:10]=1)[CH3:3].Br[C:21]1[CH:44]=[CH:43][C:24]2[N:25]=[C:26]([NH:28][C:29]3[CH:34]=[CH:33][N:32]=[C:31]([NH:35][C@H:36]4[CH2:41][CH2:40][C@H:39]([OH:42])[CH2:38][CH2:37]4)[N:30]=3)[S:27][C:23]=2[CH:22]=1.C(=O)([O-])[O-].[Cs+].[Cs+], predict the reaction product. (2) Given the reactants [OH:1][C:2]1[C:11]2[C:6](=[CH:7][CH:8]=[CH:9][CH:10]=2)[C:5]([C:12]2[C:20]3[C:15](=[CH:16][CH:17]=[CH:18][CH:19]=3)[N:14]([CH2:21][C:22]([O:24]C(C)(C)C)=[O:23])[C:13]=2[CH3:29])=[N:4][N:3]=1.C(=O)([O-])[O-].[K+].[K+].Br[CH:37]1[CH2:41][CH2:40][CH2:39][CH2:38]1, predict the reaction product. The product is: [CH:37]1([N:3]2[C:2](=[O:1])[C:11]3[C:6](=[CH:7][CH:8]=[CH:9][CH:10]=3)[C:5]([C:12]3[C:20]4[C:15](=[CH:16][CH:17]=[CH:18][CH:19]=4)[N:14]([CH2:21][C:22]([OH:24])=[O:23])[C:13]=3[CH3:29])=[N:4]2)[CH2:41][CH2:40][CH2:39][CH2:38]1. (3) The product is: [CH:5]1([CH2:6][NH:26][CH2:25][C:24]([C:15]2[NH:16][C:17]([C:18]3[CH:23]=[CH:22][N:21]=[CH:20][CH:19]=3)=[C:13]([C:8]3[CH:7]=[CH:6][C:5]4[C:10](=[CH:11][CH:12]=[C:3]([O:2][CH3:1])[CH:4]=4)[CH:9]=3)[N:14]=2)([CH3:28])[CH3:27])[CH2:10][CH2:11][CH2:12][CH2:3][CH2:4]1. Given the reactants [CH3:1][O:2][C:3]1[CH:4]=[C:5]2[C:10](=[CH:11][CH:12]=1)[CH:9]=[C:8]([C:13]1[N:14]=[C:15]([C:24]([CH3:28])([CH3:27])[CH2:25][NH2:26])[NH:16][C:17]=1[C:18]1[CH:23]=[CH:22][N:21]=[CH:20][CH:19]=1)[CH:7]=[CH:6]2.CO[BH-](OC)OC.[Na+], predict the reaction product.